From a dataset of Acute oral toxicity (LD50) regression data from Zhu et al.. Regression/Classification. Given a drug SMILES string, predict its toxicity properties. Task type varies by dataset: regression for continuous values (e.g., LD50, hERG inhibition percentage) or binary classification for toxic/non-toxic outcomes (e.g., AMES mutagenicity, cardiotoxicity, hepatotoxicity). Dataset: ld50_zhu. (1) The drug is CCCCOCCOCCOCCCC. The rat oral LD50 is 1.75, given as -log10 of the dose in mol/kg body weight (higher means more acutely toxic). (2) The drug is CCOP(=S)(OCC)SCc1nnc(CC(C)C)o1. The rat oral LD50 is 3.78, given as -log10 of the dose in mol/kg body weight (higher means more acutely toxic). (3) The compound is NC(=S)Nc1cccc(Cl)c1. The rat oral LD50 is 3.87, given as -log10 of the dose in mol/kg body weight (higher means more acutely toxic). (4) The drug is CN(C)CCC#N. The rat oral LD50 is 1.58, given as -log10 of the dose in mol/kg body weight (higher means more acutely toxic). (5) The drug is C=CC(=O)OCCO. The rat oral LD50 is 2.25, given as -log10 of the dose in mol/kg body weight (higher means more acutely toxic). (6) The compound is COS(=O)(=O)c1ccccc1. The rat oral LD50 is 2.37, given as -log10 of the dose in mol/kg body weight (higher means more acutely toxic).